Dataset: Full USPTO retrosynthesis dataset with 1.9M reactions from patents (1976-2016). Task: Predict the reactants needed to synthesize the given product. (1) Given the product [OH:36]/[N:35]=[CH:8]/[C:7]1[C:6]([NH:10][CH:11]([C:13]2[CH:14]=[C:15]3[N:20]([C:21]=2[C:22]2[CH:27]=[CH:26][CH:25]=[CH:24][N:23]=2)[CH:19]=[CH:18][CH:17]=[CH:16]3)[CH3:12])=[N:5][CH:4]=[N:3][C:2]=1[NH2:1], predict the reactants needed to synthesize it. The reactants are: [NH2:1][C:2]1[C:7]([CH:8]=O)=[C:6]([NH:10][CH:11]([C:13]2[CH:14]=[C:15]3[N:20]([C:21]=2[C:22]2[CH:27]=[CH:26][CH:25]=[CH:24][N:23]=2)[CH:19]=[CH:18][CH:17]=[CH:16]3)[CH3:12])[N:5]=[CH:4][N:3]=1.N1C=CC=CC=1.Cl.[NH2:35][OH:36]. (2) The reactants are: [NH2:1][C:2]1[C:7]([CH:8]=O)=[CH:6][C:5]([Br:10])=[CH:4][N:3]=1.[C:11](OCC)(=[O:18])[CH2:12][C:13]([O:15][CH2:16][CH3:17])=[O:14].N1CCCCC1. Given the product [CH2:16]([O:15][C:13]([C:12]1[C:11](=[O:18])[NH:1][C:2]2[C:7]([CH:8]=1)=[CH:6][C:5]([Br:10])=[CH:4][N:3]=2)=[O:14])[CH3:17], predict the reactants needed to synthesize it. (3) Given the product [CH3:26][C:25]1[CH:27]=[CH:28][C:22]([S:19]([O:16][CH2:15][CH2:14][C:13]2[CH:17]=[CH:18][C:10]([Br:9])=[CH:11][CH:12]=2)(=[O:21])=[O:20])=[CH:23][CH:24]=1, predict the reactants needed to synthesize it. The reactants are: N12CCN(CC1)CC2.[Br:9][C:10]1[CH:18]=[CH:17][C:13]([CH2:14][CH2:15][OH:16])=[CH:12][CH:11]=1.[S:19](Cl)([C:22]1[CH:28]=[CH:27][C:25]([CH3:26])=[CH:24][CH:23]=1)(=[O:21])=[O:20].O. (4) Given the product [CH2:11]([C:13]1[CH:26]=[CH:25][C:16]([O:17][C:18]2[CH:24]=[CH:23][CH:22]=[CH:21][C:19]=2[NH:20][CH:1]=[O:3])=[C:15]([O:27][CH3:28])[CH:14]=1)[CH3:12], predict the reactants needed to synthesize it. The reactants are: [C:1](OC(=O)C)(=[O:3])C.C(O)=O.[CH2:11]([C:13]1[CH:26]=[CH:25][C:16]([O:17][C:18]2[CH:24]=[CH:23][CH:22]=[CH:21][C:19]=2[NH2:20])=[C:15]([O:27][CH3:28])[CH:14]=1)[CH3:12]. (5) Given the product [Cl:41][C:38]1[CH:39]=[CH:40][C:35]([CH:28]([NH:27][C:25](=[O:26])[CH2:24][C:19]2[CH:20]=[CH:21][C:22]([OH:23])=[C:17]([NH:16][C:4](=[O:6])[C:3]3[C:7]([CH3:11])=[CH:8][CH:9]=[N:10][C:2]=3[CH3:1])[CH:18]=2)[C:29]2[CH:34]=[CH:33][CH:32]=[CH:31][CH:30]=2)=[C:36]([CH3:42])[CH:37]=1, predict the reactants needed to synthesize it. The reactants are: [CH3:1][C:2]1[N:10]=[CH:9][CH:8]=[C:7]([CH3:11])[C:3]=1[C:4]([OH:6])=O.O=S(Cl)Cl.[NH2:16][C:17]1[CH:18]=[C:19]([CH2:24][C:25]([NH:27][CH:28]([C:35]2[CH:40]=[CH:39][C:38]([Cl:41])=[CH:37][C:36]=2[CH3:42])[C:29]2[CH:34]=[CH:33][CH:32]=[CH:31][CH:30]=2)=[O:26])[CH:20]=[CH:21][C:22]=1[OH:23].CCN(C(C)C)C(C)C. (6) Given the product [Cl:1][C:2]1[CH:9]=[CH:8][C:5]([CH2:6][NH:7][C:26]([C@H:22]2[C@H:21]([C@@H:18]([CH3:17])[CH2:19][CH3:20])[C:24](=[O:25])[O:23]2)=[O:27])=[CH:4][CH:3]=1, predict the reactants needed to synthesize it. The reactants are: [Cl:1][C:2]1[CH:9]=[CH:8][C:5]([CH2:6][NH2:7])=[CH:4][CH:3]=1.C(N(CC)CC)C.[CH3:17][C@H:18]([C@@H:21]1[C:24](=[O:25])[O:23][C@H:22]1[C:26](Cl)=[O:27])[CH2:19][CH3:20].